From a dataset of Full USPTO retrosynthesis dataset with 1.9M reactions from patents (1976-2016). Predict the reactants needed to synthesize the given product. (1) Given the product [NH2:13][C:11]1[C:2]([Cl:1])=[N:3][C:4]2[C:9](=[CH:8][CH:7]=[CH:6][CH:5]=2)[N:10]=1, predict the reactants needed to synthesize it. The reactants are: [Cl:1][C:2]1[C:11](Cl)=[N:10][C:9]2[C:4](=[CH:5][CH:6]=[CH:7][CH:8]=2)[N:3]=1.[NH3:13]. (2) The reactants are: C[O:2][C:3](=[O:23])[C:4]1[CH:16]=[C:15]([C:17]2[N:18]([CH3:22])[CH:19]=[CH:20][N:21]=2)[CH:14]=[C:6]([C:7]([N:9]([CH3:13])[CH2:10][CH2:11][CH3:12])=[O:8])[CH:5]=1.[OH-].[Li+].[OH-].[Na+]. Given the product [CH3:13][N:9]([CH2:10][CH2:11][CH3:12])[C:7](=[O:8])[C:6]1[CH:5]=[C:4]([CH:16]=[C:15]([C:17]2[N:18]([CH3:22])[CH:19]=[CH:20][N:21]=2)[CH:14]=1)[C:3]([OH:23])=[O:2], predict the reactants needed to synthesize it.